Dataset: Reaction yield outcomes from USPTO patents with 853,638 reactions. Task: Predict the reaction yield, written as a fraction of the theoretical maximum amount of product (1.0 means a 100% yield; for example, 0.34 means a 34% yield). (1) The reactants are [OH:1][C:2]1[N:6]([C:7]2[CH:12]=[CH:11][CH:10]=[CH:9][CH:8]=2)[N:5]=[C:4]([CH3:13])[C:3]=1[C:14]([O:16][CH2:17][C:18]1[CH:23]=[CH:22][CH:21]=[CH:20][CH:19]=1)=[O:15].C[Al](C)C.[O:28]1[C:30]([CH3:32])([CH3:31])[CH2:29]1.O.O.O.O.O.O.O.O.O.O.S([O-])([O-])(=O)=O.[Na+].[Na+]. The catalyst is ClC1C=CC=CC=1.C1COCC1. The product is [OH:28][C:30]([CH3:32])([CH3:31])[CH2:29][N:5]1[C:4]([CH3:13])=[C:3]([C:14]([O:16][CH2:17][C:18]2[CH:23]=[CH:22][CH:21]=[CH:20][CH:19]=2)=[O:15])[C:2](=[O:1])[N:6]1[C:7]1[CH:8]=[CH:9][CH:10]=[CH:11][CH:12]=1. The yield is 0.270. (2) The reactants are [CH3:1][O:2][C:3]([CH2:5]P(OC)(OC)=O)=[O:4].[Li+].CC([N-]C(C)C)C.[F:20][C:21]1[C:26]([O:27][CH3:28])=[CH:25][CH:24]=[CH:23][C:22]=1[C:29]([CH3:33])([CH3:32])[CH:30]=O.O. The catalyst is C1COCC1.CCCCCCC.C(C1C=CC=CC=1)C.O1CCCC1. The product is [CH3:1][O:2][C:3](=[O:4])/[CH:5]=[CH:33]\[C:29]([C:22]1[CH:23]=[CH:24][CH:25]=[C:26]([O:27][CH3:28])[C:21]=1[F:20])([CH3:30])[CH3:32]. The yield is 0.758. (3) The reactants are [F:1][C:2]([F:28])([F:27])[O:3][C:4]1[CH:9]=[CH:8][C:7]([N:10]2[CH:14]=[N:13][C:12]([C:15]3[CH:20]=[CH:19][C:18]([CH:21]4[CH2:23][CH:22]4[C:24](O)=[O:25])=[CH:17][CH:16]=3)=[N:11]2)=[CH:6][CH:5]=1.C(N(CC)CC)C.P([N:52]=[N+:53]=[N-:54])(=O)(OC1C=CC=CC=1)OC1C=CC=CC=1. The catalyst is C1(C)C=CC=CC=1. The product is [F:27][C:2]([F:28])([F:1])[O:3][C:4]1[CH:5]=[CH:6][C:7]([N:10]2[CH:14]=[N:13][C:12]([C:15]3[CH:20]=[CH:19][C:18]([CH:21]4[CH2:23][CH:22]4[C:24]([N:52]=[N+:53]=[N-:54])=[O:25])=[CH:17][CH:16]=3)=[N:11]2)=[CH:8][CH:9]=1. The yield is 0.730.